This data is from Forward reaction prediction with 1.9M reactions from USPTO patents (1976-2016). The task is: Predict the product of the given reaction. (1) Given the reactants [CH:1]([NH2:4])([CH3:3])[CH3:2].[Br:5][C:6]1[CH:11]=[CH:10][CH:9]=[C:8]([C:12]#[N:13])[C:7]=1[S:14](Cl)(=[O:16])=[O:15].O, predict the reaction product. The product is: [Br:5][C:6]1[C:7]2[S:14](=[O:15])(=[O:16])[N:4]([CH:1]([CH3:3])[CH3:2])[C:12](=[NH:13])[C:8]=2[CH:9]=[CH:10][CH:11]=1. (2) Given the reactants O.[CH3:2][N:3]([CH3:20])[CH:4]=[C:5]([F:19])[C:6]([C:8]1[C:13]([N+:14]([O-])=O)=[CH:12][CH:11]=[C:10]([O:17][CH3:18])[N:9]=1)=[O:7], predict the reaction product. The product is: [NH2:14][C:13]1[C:8]([C:6](=[O:7])[C:5]([F:19])=[CH:4][N:3]([CH3:2])[CH3:20])=[N:9][C:10]([O:17][CH3:18])=[CH:11][CH:12]=1. (3) Given the reactants [C:1]([CH:3]=[C:4]1[CH2:9][CH2:8][N:7]([C:10]2[CH:15]=[CH:14][C:13]([N:16]3[CH2:20][C@H:19]([CH2:21][NH:22][C:23](=[O:25])[CH3:24])[O:18][C:17]3=[O:26])=[CH:12][C:11]=2[F:27])[CH2:6][CH2:5]1)#[N:2].[CH2:28]([Li])CCC.CI.O.C(OCC)(=O)C, predict the reaction product. The product is: [C:1]([CH:3]=[C:4]1[CH2:5][CH2:6][N:7]([C:10]2[CH:15]=[CH:14][C:13]([N:16]3[CH2:20][C@H:19]([CH2:21][N:22]([CH3:28])[C:23](=[O:25])[CH3:24])[O:18][C:17]3=[O:26])=[CH:12][C:11]=2[F:27])[CH2:8][CH2:9]1)#[N:2]. (4) Given the reactants [Cl:1][C:2]1[CH:7]=[CH:6][CH:5]=[CH:4][C:3]=1[CH:8]=[CH:9][CH2:10][C:11]1([CH2:19][C:20]#[C:21][C:22](=[O:27])[C:23]([CH3:26])([CH3:25])[CH3:24])[CH2:16][O:15][C:14]([CH3:18])([CH3:17])[O:13][CH2:12]1.CCOC(C)=O.CCCCCC, predict the reaction product. The product is: [Cl:1][C:2]1[CH:7]=[CH:6][CH:5]=[C:4]2[C:3]=1[CH:8]=[C:9]1[CH2:10][C:11]3([CH2:12][O:13][C:14]([CH3:18])([CH3:17])[O:15][CH2:16]3)[CH2:19][C:20]1=[C:21]2[C:22](=[O:27])[C:23]([CH3:26])([CH3:25])[CH3:24].